Task: Predict the reaction yield, written as a fraction of the theoretical maximum amount of product (1.0 means a 100% yield; for example, 0.34 means a 34% yield).. Dataset: Reaction yield outcomes from USPTO patents with 853,638 reactions The reactants are [C:1]([O:5][C:6]([N:8]1[CH2:13][CH2:12][CH:11]([N:14]2[C@H:18]([C:19]3[CH:24]=[CH:23][CH:22]=[CH:21][CH:20]=3)[CH2:17][NH:16][C:15]2=[O:25])[CH2:10][CH2:9]1)=[O:7])([CH3:4])([CH3:3])[CH3:2].[H-].[Na+].[CH3:28][N:29]([CH3:33])[C:30](Cl)=[O:31]. The catalyst is C1COCC1. The product is [C:1]([O:5][C:6]([N:8]1[CH2:9][CH2:10][CH:11]([N:14]2[C@H:18]([C:19]3[CH:20]=[CH:21][CH:22]=[CH:23][CH:24]=3)[CH2:17][N:16]([C:30](=[O:31])[N:29]([CH3:33])[CH3:28])[C:15]2=[O:25])[CH2:12][CH2:13]1)=[O:7])([CH3:4])([CH3:2])[CH3:3]. The yield is 0.990.